This data is from Forward reaction prediction with 1.9M reactions from USPTO patents (1976-2016). The task is: Predict the product of the given reaction. Given the reactants O.CC1C=CC(S(O[CH2:13][CH2:14][CH2:15][C:16]2[CH:25]=[CH:24][C:23]3[C:18](=[CH:19][CH:20]=[C:21]([O:26][CH3:27])[CH:22]=3)[CH:17]=2)(=O)=O)=CC=1.[F-:28].[Cs+], predict the reaction product. The product is: [F:28][CH2:13][CH2:14][CH2:15][C:16]1[CH:25]=[CH:24][C:23]2[C:18](=[CH:19][CH:20]=[C:21]([O:26][CH3:27])[CH:22]=2)[CH:17]=1.